Dataset: Reaction yield outcomes from USPTO patents with 853,638 reactions. Task: Predict the reaction yield, written as a fraction of the theoretical maximum amount of product (1.0 means a 100% yield; for example, 0.34 means a 34% yield). (1) The reactants are [F:1][C:2]([F:10])([F:9])[C:3]([C:5]([F:8])([F:7])[F:6])=[O:4].[CH3:11][C:12](=[CH2:14])[CH3:13].C(=O)=O.CC(O)C. No catalyst specified. The product is [F:1][C:2]([F:10])([F:9])[C:3]([C:5]([F:8])([F:7])[F:6])([OH:4])[CH2:13][C:12]([CH3:14])=[CH2:11]. The yield is 0.830. (2) The reactants are [Br:1][C:2]1[C:6]2[CH2:7][N:8]([C:11](=[O:13])[CH3:12])[CH2:9][CH2:10][C:5]=2[NH:4][N:3]=1.C1(C)C=CC(S(O)(=O)=O)=CC=1.[O:25]1[CH:30]=[CH:29][CH2:28][CH2:27][CH2:26]1. The catalyst is C1COCC1. The product is [Br:1][C:2]1[C:6]2[CH2:7][N:8]([C:11](=[O:13])[CH3:12])[CH2:9][CH2:10][C:5]=2[N:4]([CH:26]2[CH2:27][CH2:28][CH2:29][CH2:30][O:25]2)[N:3]=1. The yield is 0.640.